Dataset: NCI-60 drug combinations with 297,098 pairs across 59 cell lines. Task: Regression. Given two drug SMILES strings and cell line genomic features, predict the synergy score measuring deviation from expected non-interaction effect. (1) Drug 1: CC1C(C(CC(O1)OC2CC(CC3=C2C(=C4C(=C3O)C(=O)C5=C(C4=O)C(=CC=C5)OC)O)(C(=O)C)O)N)O.Cl. Cell line: PC-3. Synergy scores: CSS=12.6, Synergy_ZIP=-2.53, Synergy_Bliss=0.326, Synergy_Loewe=-18.1, Synergy_HSA=0.835. Drug 2: C1=CC=C(C(=C1)C(C2=CC=C(C=C2)Cl)C(Cl)Cl)Cl. (2) Cell line: SR. Drug 1: CC1=C(C=C(C=C1)C(=O)NC2=CC(=CC(=C2)C(F)(F)F)N3C=C(N=C3)C)NC4=NC=CC(=N4)C5=CN=CC=C5. Drug 2: CCCCC(=O)OCC(=O)C1(CC(C2=C(C1)C(=C3C(=C2O)C(=O)C4=C(C3=O)C=CC=C4OC)O)OC5CC(C(C(O5)C)O)NC(=O)C(F)(F)F)O. Synergy scores: CSS=57.1, Synergy_ZIP=-3.92, Synergy_Bliss=-6.37, Synergy_Loewe=-1.52, Synergy_HSA=-2.58.